Dataset: Forward reaction prediction with 1.9M reactions from USPTO patents (1976-2016). Task: Predict the product of the given reaction. Given the reactants [CH2:1]([O:3][C:4]1[CH:5]=[C:6](B(O)O)[CH:7]=[CH:8][C:9]=1[O:10][CH2:11]C)C.C1CCN2C(=NCCC2)CC1.Br[C:28]1[C:35]([C:36]#[N:37])=[C:34]([OH:38])[C:33]([OH:39])=[CH:32][C:29]=1[C:30]#[N:31], predict the reaction product. The product is: [OH:38][C:34]1[C:33]([OH:39])=[CH:32][C:29]([C:30]#[N:31])=[C:28]([C:6]2[CH:7]=[CH:8][C:9]([O:10][CH3:11])=[C:4]([O:3][CH3:1])[CH:5]=2)[C:35]=1[C:36]#[N:37].